This data is from Full USPTO retrosynthesis dataset with 1.9M reactions from patents (1976-2016). The task is: Predict the reactants needed to synthesize the given product. The reactants are: C([O:3][C:4](=[O:28])[CH2:5][NH:6][CH2:7][CH2:8][O:9][C:10]1[CH:15]=[CH:14][C:13]([CH2:16][CH2:17][CH2:18][CH2:19][NH:20][C:21]([O:23][C:24]([CH3:27])([CH3:26])[CH3:25])=[O:22])=[CH:12][CH:11]=1)C.[Li+].[OH-].Cl. Given the product [C:24]([O:23][C:21]([NH:20][CH2:19][CH2:18][CH2:17][CH2:16][C:13]1[CH:14]=[CH:15][C:10]([O:9][CH2:8][CH2:7][NH:6][CH2:5][C:4]([OH:28])=[O:3])=[CH:11][CH:12]=1)=[O:22])([CH3:27])([CH3:25])[CH3:26], predict the reactants needed to synthesize it.